Predict the reaction yield, written as a fraction of the theoretical maximum amount of product (1.0 means a 100% yield; for example, 0.34 means a 34% yield). From a dataset of Reaction yield outcomes from USPTO patents with 853,638 reactions. (1) The reactants are Br[C:2]1[C:14]2[C:13]3[C:8](=[CH:9][C:10]([C:15]([OH:18])([CH3:17])[CH3:16])=[CH:11][CH:12]=3)[NH:7][C:6]=2[C:5]([C:19]([NH2:21])=[O:20])=[CH:4][C:3]=1[Cl:22].[F:23][C:24]1[CH:25]=[C:26]2[C:31](=[CH:32][CH:33]=1)[N:30]([CH3:34])[C:29](=[O:35])[N:28]([C:36]1[CH:41]=[CH:40][CH:39]=[C:38](B3OC(C)(C)C(C)(C)O3)[C:37]=1[CH3:51])[C:27]2=[O:52].C([O-])([O-])=O.[Cs+].[Cs+]. The catalyst is C1COCC1.O.C1C=CC(P(C2C=CC=CC=2)[C-]2C=CC=C2)=CC=1.C1C=CC(P(C2C=CC=CC=2)[C-]2C=CC=C2)=CC=1.Cl[Pd]Cl.[Fe+2].C(Cl)Cl. The product is [Cl:22][C:3]1[CH:4]=[C:5]([C:19]([NH2:21])=[O:20])[C:6]2[NH:7][C:8]3[C:13]([C:14]=2[C:2]=1[C:38]1[CH:39]=[CH:40][CH:41]=[C:36]([N:28]2[C:27](=[O:52])[C:26]4[C:31](=[CH:32][CH:33]=[C:24]([F:23])[CH:25]=4)[N:30]([CH3:34])[C:29]2=[O:35])[C:37]=1[CH3:51])=[CH:12][CH:11]=[C:10]([C:15]([OH:18])([CH3:17])[CH3:16])[CH:9]=3. The yield is 0.390. (2) The reactants are [F:1][C:2]1[CH:7]=[C:6]([I:8])[CH:5]=[CH:4][C:3]=1[CH3:9].[Li+].CC([N-]C(C)C)C.[C:18](=[O:20])=[O:19]. The yield is 0.660. The product is [F:1][C:2]1[C:3]([CH3:9])=[CH:4][CH:5]=[C:6]([I:8])[C:7]=1[C:18]([OH:20])=[O:19]. The catalyst is C1COCC1. (3) The reactants are [CH:1]1[C:11]2[CH:10]=[CH:9][C:8]3[CH:12]=[CH:13][CH:14]=[CH:15][C:7]=3[N:6]([CH2:16][C:17]3[CH:26]=[CH:25][C:20]([C:21](OC)=[O:22])=[CH:19][CH:18]=3)[C:5]=2[CH:4]=[CH:3][CH:2]=1.[NH2:27][OH:28].[OH-].[Na+].C1COCC1. The catalyst is CO. The product is [CH:1]1[C:11]2[CH:10]=[CH:9][C:8]3[CH:12]=[CH:13][CH:14]=[CH:15][C:7]=3[N:6]([CH2:16][C:17]3[CH:26]=[CH:25][C:20]([C:21]([NH:27][OH:28])=[O:22])=[CH:19][CH:18]=3)[C:5]=2[CH:4]=[CH:3][CH:2]=1. The yield is 0.260. (4) The reactants are CO[C:3](=[O:24])[C:4]1[CH:9]=[CH:8][C:7]([O:10][CH2:11][C:12]2[C:13]([C:17]3[CH:22]=[CH:21][C:20]([Cl:23])=[CH:19][CH:18]=3)=[N:14][O:15][CH:16]=2)=[N:6][CH:5]=1.COC(=O)C1C=CC(OCC2C(C3C=CC=CC=3)=NOC=2C)=NC=1.[NH2:49][CH:50]([CH2:53][OH:54])[CH2:51][OH:52]. No catalyst specified. The product is [Cl:23][C:20]1[CH:19]=[CH:18][C:17]([C:13]2[C:12]([CH2:11][O:10][C:7]3[CH:8]=[CH:9][C:4]([C:3]([NH:49][CH:50]([CH2:53][OH:54])[CH2:51][OH:52])=[O:24])=[CH:5][N:6]=3)=[CH:16][O:15][N:14]=2)=[CH:22][CH:21]=1. The yield is 0.380.